Dataset: NCI-60 drug combinations with 297,098 pairs across 59 cell lines. Task: Regression. Given two drug SMILES strings and cell line genomic features, predict the synergy score measuring deviation from expected non-interaction effect. (1) Drug 1: C1C(C(OC1N2C=NC3=C(N=C(N=C32)Cl)N)CO)O. Drug 2: COC1=C2C(=CC3=C1OC=C3)C=CC(=O)O2. Cell line: CCRF-CEM. Synergy scores: CSS=57.3, Synergy_ZIP=-1.21, Synergy_Bliss=-3.10, Synergy_Loewe=-25.9, Synergy_HSA=-3.46. (2) Drug 1: C1=NC2=C(N1)C(=S)N=C(N2)N. Drug 2: C1=CC(=CC=C1C#N)C(C2=CC=C(C=C2)C#N)N3C=NC=N3. Cell line: NCI/ADR-RES. Synergy scores: CSS=35.4, Synergy_ZIP=1.62, Synergy_Bliss=1.86, Synergy_Loewe=-3.96, Synergy_HSA=2.84. (3) Drug 1: C1CC(=O)NC(=O)C1N2CC3=C(C2=O)C=CC=C3N. Drug 2: C1CN(CCN1C(=O)CCBr)C(=O)CCBr. Cell line: IGROV1. Synergy scores: CSS=37.6, Synergy_ZIP=-9.40, Synergy_Bliss=-1.45, Synergy_Loewe=0.203, Synergy_HSA=4.30. (4) Drug 1: C1=NC2=C(N1)C(=S)N=C(N2)N. Drug 2: C1=NC(=NC(=O)N1C2C(C(C(O2)CO)O)O)N. Cell line: SNB-75. Synergy scores: CSS=0.870, Synergy_ZIP=-3.29, Synergy_Bliss=-1.60, Synergy_Loewe=-4.31, Synergy_HSA=-3.45.